Dataset: Reaction yield outcomes from USPTO patents with 853,638 reactions. Task: Predict the reaction yield, written as a fraction of the theoretical maximum amount of product (1.0 means a 100% yield; for example, 0.34 means a 34% yield). (1) The reactants are [F:1][C:2]1[CH:7]=[CH:6][C:5]([CH:8]2[CH:17]([C:18]3[N:22]([CH3:23])[N:21]=[CH:20][N:19]=3)[C:16](=[O:24])[C:15]3[C:14]([C:25]([O:27][CH2:28][CH3:29])=[O:26])=[CH:13][CH:12]=[CH:11][C:10]=3[NH:9]2)=[CH:4][CH:3]=1.[C:30](=O)([O-])[O-].[K+].[K+].IC. The catalyst is CN(C)C=O. The product is [F:1][C:2]1[CH:7]=[CH:6][C:5]([CH:8]2[C:17]([CH3:30])([C:18]3[N:22]([CH3:23])[N:21]=[CH:20][N:19]=3)[C:16](=[O:24])[C:15]3[C:14]([C:25]([O:27][CH2:28][CH3:29])=[O:26])=[CH:13][CH:12]=[CH:11][C:10]=3[NH:9]2)=[CH:4][CH:3]=1. The yield is 0.770. (2) The reactants are [F:1][C:2]1[CH:7]=[C:6](I)[CH:5]=[CH:4][C:3]=1[N:9]1[CH:14]=[C:13]([O:15][CH3:16])[C:12](=[O:17])[C:11]([C:18]2[N:22]([C:23]3[CH:28]=[CH:27][CH:26]=[CH:25][CH:24]=3)[N:21]=[CH:20][CH:19]=2)=[N:10]1.[CH3:29][C:30]1([CH3:36])[O:34][C:33](=[O:35])[NH:32][CH2:31]1.N[C@@H]1CCCC[C@H]1N.[O-]P([O-])([O-])=O.[K+].[K+].[K+].C([O-])(O)=O.[Na+]. The catalyst is O1CCOCC1.[Cu]I. The product is [CH3:29][C:30]1([CH3:36])[O:34][C:33](=[O:35])[N:32]([C:6]2[CH:5]=[CH:4][C:3]([N:9]3[CH:14]=[C:13]([O:15][CH3:16])[C:12](=[O:17])[C:11]([C:18]4[N:22]([C:23]5[CH:28]=[CH:27][CH:26]=[CH:25][CH:24]=5)[N:21]=[CH:20][CH:19]=4)=[N:10]3)=[C:2]([F:1])[CH:7]=2)[CH2:31]1. The yield is 0.660. (3) The reactants are [Cl-].O[NH3+:3].[C:4](=[O:7])([O-])[OH:5].[Na+].CS(C)=O.[CH2:13]([C:15]1[N:16]([C:40]2[CH:45]=[CH:44][C:43]([O:46][CH:47]([CH3:49])[CH3:48])=[CH:42][CH:41]=2)[C:17](=[O:39])[C:18]([CH2:24][C:25]2[CH:30]=[CH:29][C:28]([C:31]3[C:32]([C:37]#[N:38])=[CH:33][CH:34]=[CH:35][CH:36]=3)=[CH:27][CH:26]=2)=[C:19]([CH2:21][CH2:22][CH3:23])[N:20]=1)[CH3:14]. The catalyst is O. The product is [CH2:13]([C:15]1[N:16]([C:40]2[CH:45]=[CH:44][C:43]([O:46][CH:47]([CH3:49])[CH3:48])=[CH:42][CH:41]=2)[C:17](=[O:39])[C:18]([CH2:24][C:25]2[CH:30]=[CH:29][C:28]([C:31]3[CH:36]=[CH:35][CH:34]=[CH:33][C:32]=3[C:37]3[NH:3][C:4](=[O:7])[O:5][N:38]=3)=[CH:27][CH:26]=2)=[C:19]([CH2:21][CH2:22][CH3:23])[N:20]=1)[CH3:14]. The yield is 0.630. (4) The product is [Cl:27][C:24]1[CH:25]=[CH:26][C:11]([NH:10][C:38]([C:36]2[CH:35]=[CH:34][CH:33]=[C:32]3[C:37]=2[N:28]=[CH:29][CH:30]=[CH:31]3)=[O:39])=[C:12]([C:13]([NH:15][CH2:16][CH:17]2[CH2:22][CH2:21][CH2:20][CH2:19][CH2:18]2)=[O:14])[CH:23]=1. The catalyst is CN(C=O)C. The reactants are C(N(C(C)C)CC)(C)C.[NH2:10][C:11]1[CH:26]=[CH:25][C:24]([Cl:27])=[CH:23][C:12]=1[C:13]([NH:15][CH2:16][CH:17]1[CH2:22][CH2:21][CH2:20][CH2:19][CH2:18]1)=[O:14].[N:28]1[C:37]2[C:32](=[CH:33][CH:34]=[CH:35][C:36]=2[C:38](O)=[O:39])[CH:31]=[CH:30][CH:29]=1.CN(C(ON1N=NC2C=CC=NC1=2)=[N+](C)C)C.F[P-](F)(F)(F)(F)F. The yield is 0.420. (5) The reactants are [CH:1]1([CH2:6][C@H:7]([C:16]2[CH:21]=[CH:20][C:19]([S:22]([CH3:25])(=[O:24])=[O:23])=[CH:18][CH:17]=2)[C:8]([NH:10][C:11]2[S:12][CH:13]=[CH:14][N:15]=2)=[O:9])[CH2:5][CH2:4][CH2:3][CH2:2]1.[Br:26]N1C(=O)CCC1=O.C(OOC(=O)C1C=CC=CC=1)(=O)C1C=CC=CC=1. The catalyst is C(Cl)(Cl)(Cl)Cl. The product is [Br:26][C:13]1[S:12][C:11]([NH:10][C:8](=[O:9])[C@@H:7]([C:16]2[CH:21]=[CH:20][C:19]([S:22]([CH3:25])(=[O:24])=[O:23])=[CH:18][CH:17]=2)[CH2:6][CH:1]2[CH2:5][CH2:4][CH2:3][CH2:2]2)=[N:15][CH:14]=1. The yield is 0.450. (6) The reactants are I[C:2]1[CH:7]=[CH:6][CH:5]=[CH:4][C:3]=1[N+:8]([O-])=O.[Cl:11][C:12]1[CH:17]=[CH:16][CH:15]=[CH:14][C:13]=1[NH:18][C:19](=O)[CH3:20]. No catalyst specified. The yield is 0.610. The product is [Cl:11][C:12]1[CH:17]=[CH:16][CH:15]=[CH:14][C:13]=1[N:18]1[C:2]2[CH:7]=[CH:6][CH:5]=[CH:4][C:3]=2[N:8]=[C:19]1[CH3:20]. (7) The reactants are [CH3:1][C@@H:2]([CH2:15][CH3:16])[CH2:3][O:4][C:5]1[CH:6]=[C:7]([CH2:13]O)[CH:8]=[C:9]([CH2:11][OH:12])[CH:10]=1.Br.C([O-])([O-])=O.[Na+].[Na+].[C-:24]#[N:25].[K+]. The catalyst is C1(C)C=CC=CC=1.CCOC(C)=O.C(Cl)Cl. The product is [OH:12][CH2:11][C:9]1[CH:8]=[C:7]([CH2:13][C:24]#[N:25])[CH:6]=[C:5]([O:4][CH2:3][C@@H:2]([CH3:1])[CH2:15][CH3:16])[CH:10]=1. The yield is 0.690. (8) The reactants are [CH3:1][NH:2][C:3]([C:5]1[CH:6]=[C:7](/[CH:11]=[CH:12]/[C:13]([O:15][CH3:16])=[O:14])[CH:8]=[CH:9][CH:10]=1)=[O:4].[H][H]. The catalyst is [Pd].C(O)C.CN(C=O)C. The product is [CH3:1][NH:2][C:3]([C:5]1[CH:6]=[C:7]([CH2:11][CH2:12][C:13]([O:15][CH3:16])=[O:14])[CH:8]=[CH:9][CH:10]=1)=[O:4]. The yield is 0.800. (9) The reactants are [CH3:1][O:2][CH2:3][CH2:4][O:5][CH2:6][O:7][C:8]1[CH:15]=[CH:14][C:11]([CH:12]=O)=[CH:10][CH:9]=1.[CH3:16][N+:17]([O-:19])=[O:18]. The product is [CH3:1][O:2][CH2:3][CH2:4][O:5][CH2:6][O:7][C:8]1[CH:15]=[CH:14][C:11](/[CH:12]=[CH:16]/[N+:17]([O-:19])=[O:18])=[CH:10][CH:9]=1. The yield is 0.790. The catalyst is C1COCC1.